Dataset: Reaction yield outcomes from USPTO patents with 853,638 reactions. Task: Predict the reaction yield, written as a fraction of the theoretical maximum amount of product (1.0 means a 100% yield; for example, 0.34 means a 34% yield). (1) The reactants are C([N:8]1[CH2:12][CH:11]([OH:13])[CH:10]([NH:14][C:15]([C:17]2[C:21]([CH3:22])=[C:20](/[CH:23]=[C:24]3\[C:25](=[O:34])[NH:26][C:27]4[C:32]\3=[CH:31][C:30]([F:33])=[CH:29][CH:28]=4)[NH:19][C:18]=2[CH3:35])=[O:16])[CH2:9]1)C1C=CC=CC=1.CN(C=O)C. The catalyst is C(O)(=O)C.[Pd].CO. The product is [OH:13][CH:11]1[CH2:12][NH:8][CH2:9][CH:10]1[NH:14][C:15]([C:17]1[C:21]([CH3:22])=[C:20](/[CH:23]=[C:24]2\[C:25](=[O:34])[NH:26][C:27]3[C:32]\2=[CH:31][C:30]([F:33])=[CH:29][CH:28]=3)[NH:19][C:18]=1[CH3:35])=[O:16]. The yield is 0.670. (2) The reactants are [Cl:1][C:2]1[CH:7]=[C:6](Br)[CH:5]=[CH:4][N:3]=1.[C:9]([O:13][C:14]([N:16]1[CH2:21][CH2:20][NH:19][CH2:18][CH2:17]1)=[O:15])([CH3:12])([CH3:11])[CH3:10].CC(C)([O-])C.[Na+]. The catalyst is C1(C)C=CC=CC=1.O.C1C=CC(/C=C/C(/C=C/C2C=CC=CC=2)=O)=CC=1.C1C=CC(/C=C/C(/C=C/C2C=CC=CC=2)=O)=CC=1.C1C=CC(/C=C/C(/C=C/C2C=CC=CC=2)=O)=CC=1.[Pd].[Pd].CC1(C)C2C(=C(P(C3C=CC=CC=3)C3C=CC=CC=3)C=CC=2)OC2C(P(C3C=CC=CC=3)C3C=CC=CC=3)=CC=CC1=2. The product is [C:9]([O:13][C:14]([N:16]1[CH2:21][CH2:20][N:19]([C:6]2[CH:5]=[CH:4][N:3]=[C:2]([Cl:1])[CH:7]=2)[CH2:18][CH2:17]1)=[O:15])([CH3:12])([CH3:10])[CH3:11]. The yield is 1.00. (3) The reactants are Cl[C:2]1[N:7]=[C:6]([NH:8][C:9]2[N:14]=[CH:13][C:12]3[N:15]=[C:16]([CH3:21])[N:17]([CH:18]([CH3:20])[CH3:19])[C:11]=3[CH:10]=2)[CH:5]=[CH:4][N:3]=1.[CH3:22][O:23][C:24]([CH3:28])([CH3:27])[C:25]#[CH:26].C1(P(C2C=CC=CC=2)C2C=CC=CC=2)C=CC=CC=1.C(N(CC)CC)C. The catalyst is Cl[Pd](Cl)([P](C1C=CC=CC=1)(C1C=CC=CC=1)C1C=CC=CC=1)[P](C1C=CC=CC=1)(C1C=CC=CC=1)C1C=CC=CC=1.[Cu]I.CN(C)C=O. The product is [CH:18]([N:17]1[C:11]2[CH:10]=[C:9]([NH:8][C:6]3[CH:5]=[CH:4][N:3]=[C:2]([C:26]#[C:25][C:24]([O:23][CH3:22])([CH3:28])[CH3:27])[N:7]=3)[N:14]=[CH:13][C:12]=2[N:15]=[C:16]1[CH3:21])([CH3:20])[CH3:19]. The yield is 0.540. (4) The product is [CH3:23][N:22]([CH3:24])[C:17]1[CH:18]=[C:19]2[C:14](=[CH:15][CH:16]=1)[N:13]([CH2:25][O:26][CH3:27])[C:12]1[CH:11]=[CH:10][C:9]([OH:8])=[CH:21][C:20]2=1. The catalyst is CO.[Pd]. The yield is 1.00. The reactants are C([O:8][C:9]1[CH:10]=[CH:11][C:12]2[N:13]([CH2:25][OH:26])[C:14]3[C:19]([C:20]=2[CH:21]=1)=[CH:18][C:17]([N:22]([CH3:24])[CH3:23])=[CH:16][CH:15]=3)C1C=CC=CC=1.[C:27](O)(=O)C.